This data is from NCI-60 drug combinations with 297,098 pairs across 59 cell lines. The task is: Regression. Given two drug SMILES strings and cell line genomic features, predict the synergy score measuring deviation from expected non-interaction effect. Drug 1: C1=NC2=C(N=C(N=C2N1C3C(C(C(O3)CO)O)O)F)N. Drug 2: CC1=C(C=C(C=C1)NC(=O)C2=CC=C(C=C2)CN3CCN(CC3)C)NC4=NC=CC(=N4)C5=CN=CC=C5. Cell line: NCI-H226. Synergy scores: CSS=-0.0160, Synergy_ZIP=-0.580, Synergy_Bliss=-2.27, Synergy_Loewe=-5.82, Synergy_HSA=-2.55.